This data is from Forward reaction prediction with 1.9M reactions from USPTO patents (1976-2016). The task is: Predict the product of the given reaction. (1) Given the reactants [Cl:1][C:2]1[CH:3]=[C:4]([C:21]#[N:22])[C:5]2[O:10][CH:9]([C:11]([F:14])([F:13])[F:12])[C:8]([C:15]([O:17]CC)=[O:16])=[CH:7][C:6]=2[CH:20]=1.[OH-].[Na+], predict the reaction product. The product is: [Cl:1][C:2]1[CH:3]=[C:4]([C:21]#[N:22])[C:5]2[O:10][CH:9]([C:11]([F:14])([F:13])[F:12])[C:8]([C:15]([OH:17])=[O:16])=[CH:7][C:6]=2[CH:20]=1. (2) Given the reactants [Cl:1][C:2]1[NH:10][C:9]2[C:8](=[O:11])[N:7]([CH2:12][CH2:13][CH2:14][CH2:15][C:16]([OH:18])=O)[C:6](=[O:19])[N:5]([CH2:20][CH2:21][CH2:22][CH2:23][CH3:24])[C:4]=2[N:3]=1.C1N=CN(C(N2C=NC=C2)=O)C=1.O[NH:38][C:39]([C:41]1[CH:46]=[CH:45][C:44]([OH:47])=[CH:43][CH:42]=1)=[NH:40], predict the reaction product. The product is: [Cl:1][C:2]1[NH:10][C:9]2[C:8](=[O:11])[N:7]([CH2:12][CH2:13][CH2:14][CH2:15][C:16]3[O:18][N:40]=[C:39]([C:41]4[CH:46]=[CH:45][C:44]([OH:47])=[CH:43][CH:42]=4)[N:38]=3)[C:6](=[O:19])[N:5]([CH2:20][CH2:21][CH2:22][CH2:23][CH3:24])[C:4]=2[N:3]=1.